This data is from Forward reaction prediction with 1.9M reactions from USPTO patents (1976-2016). The task is: Predict the product of the given reaction. (1) Given the reactants [C:1]([C:5]1[S:9][C:8]([NH:10][S:11]([C:14]2[C:23]3[C:18](=[CH:19][CH:20]=[CH:21][CH:22]=3)[CH:17]=[CH:16][CH:15]=2)(=[O:13])=[O:12])=[N:7][C:6]=1[CH3:24])([CH3:4])([CH3:3])[CH3:2].[H-].[Na+].[I-].[Na+].Br[CH2:30][CH:31]1[CH2:33][CH2:32]1, predict the reaction product. The product is: [C:1]([C:5]1[S:9][C:8](=[N:10][S:11]([C:14]2[C:23]3[C:18](=[CH:19][CH:20]=[CH:21][CH:22]=3)[CH:17]=[CH:16][CH:15]=2)(=[O:13])=[O:12])[N:7]([CH2:30][CH:31]2[CH2:33][CH2:32]2)[C:6]=1[CH3:24])([CH3:4])([CH3:3])[CH3:2]. (2) Given the reactants [N:1]([CH2:4][CH2:5][OH:6])=[N+:2]=[N-:3].[C:7]([C:9]1[CH:14]=[CH:13][CH:12]=[CH:11][N:10]=1)#[CH:8].O=C1O[C@H]([C@H](CO)O)C([O-])=C1O.[Na+], predict the reaction product. The product is: [N:10]1[CH:11]=[CH:12][CH:13]=[CH:14][C:9]=1[C:7]1[N:3]=[N:2][N:1]([CH2:4][CH2:5][OH:6])[CH:8]=1. (3) Given the reactants C[Si](C)(C)CCOC[N:7]1[C:11]([CH2:12][CH2:13][C:14]([O:16][CH2:17][N:18]2[C:26]3[C:21](=[CH:22][CH:23]=[C:24]([C:27]([F:30])([F:29])[F:28])[CH:25]=3)[C@@:20]([C:32]3[CH:37]=[C:36]([Cl:38])[CH:35]=[CH:34][C:33]=3[O:39][CH3:40])([F:31])[C:19]2=[O:41])=[O:15])=[N:10][N:9]=[N:8]1, predict the reaction product. The product is: [NH:10]1[C:11]([CH2:12][CH2:13][C:14]([O:16][CH2:17][N:18]2[C:26]3[C:21](=[CH:22][CH:23]=[C:24]([C:27]([F:30])([F:29])[F:28])[CH:25]=3)[C@@:20]([C:32]3[CH:37]=[C:36]([Cl:38])[CH:35]=[CH:34][C:33]=3[O:39][CH3:40])([F:31])[C:19]2=[O:41])=[O:15])=[N:7][N:8]=[N:9]1. (4) Given the reactants [H-].[Li+].C([Al+]CC(C)C)C(C)C.[H-].C([O:16][C:17](=O)[C:18]1[CH:23]=[CH:22][CH:21]=[C:20]([CH:24]([CH3:26])[CH3:25])[C:19]=1[O:27][CH2:28][CH2:29][CH3:30])CC, predict the reaction product. The product is: [CH:24]([C:20]1[C:19]([O:27][CH2:28][CH2:29][CH3:30])=[C:18]([CH2:17][OH:16])[CH:23]=[CH:22][CH:21]=1)([CH3:26])[CH3:25]. (5) Given the reactants [F:1][C:2]1[C:3]([N:26]2[CH:30]=[C:29]([CH:31]=O)[C:28]([CH3:33])=[N:27]2)=[N:4][C:5]([NH:8][C:9]2[CH:14]=[C:13]([N+:15]([O-])=O)[C:12]([N:18]3[CH2:23][CH2:22][O:21][CH2:20][CH2:19]3)=[CH:11][C:10]=2[O:24][CH3:25])=[N:6][CH:7]=1.Cl.[NH:35]1[CH2:38][CH2:37][CH2:36]1, predict the reaction product. The product is: [N:35]1([CH2:31][C:29]2[C:28]([CH3:33])=[N:27][N:26]([C:3]3[C:2]([F:1])=[CH:7][N:6]=[C:5]([NH:8][C:9]4[C:10]([O:24][CH3:25])=[CH:11][C:12]([N:18]5[CH2:19][CH2:20][O:21][CH2:22][CH2:23]5)=[C:13]([NH:15][C:10](=[O:24])[CH:9]=[CH2:14])[CH:14]=4)[N:4]=3)[CH:30]=2)[CH2:38][CH2:37][CH2:36]1. (6) Given the reactants [CH:1]1([N:6]2[C:10]([C:11](=[O:13])[CH3:12])=[CH:9][N:8]=[C:7]2[CH3:14])[CH2:5][CH2:4][CH2:3][CH2:2]1.[CH3:15][N:16]([CH:18](OC)OC)[CH3:17], predict the reaction product. The product is: [CH:1]1([N:6]2[C:10]([C:11](=[O:13])/[CH:12]=[CH:15]/[N:16]([CH3:18])[CH3:17])=[CH:9][N:8]=[C:7]2[CH3:14])[CH2:2][CH2:3][CH2:4][CH2:5]1.